This data is from Full USPTO retrosynthesis dataset with 1.9M reactions from patents (1976-2016). The task is: Predict the reactants needed to synthesize the given product. (1) Given the product [OH:8][C:9]1[CH:10]=[C:11]([CH:21]=[C:22]([O:24][C@H:25]([CH2:28][O:29][CH3:30])[CH2:26][CH3:27])[CH:23]=1)[C:12]([NH:14][C:15]1[CH:19]=[CH:18][N:17]([CH3:20])[N:16]=1)=[O:13], predict the reactants needed to synthesize it. The reactants are: C([O:8][C:9]1[CH:10]=[C:11]([CH:21]=[C:22]([O:24][C@H:25]([CH2:28][O:29][CH3:30])[CH2:26][CH3:27])[CH:23]=1)[C:12]([NH:14][C:15]1[CH:19]=[CH:18][N:17]([CH3:20])[N:16]=1)=[O:13])C1C=CC=CC=1. (2) The reactants are: [CH3:1][N:2]1[C:6]2[CH:7]=[C:8]([N+:11]([O-])=O)[CH:9]=[CH:10][C:5]=2[O:4][C:3]1=[O:14].[H][H]. Given the product [NH2:11][C:8]1[CH:9]=[CH:10][C:5]2[O:4][C:3](=[O:14])[N:2]([CH3:1])[C:6]=2[CH:7]=1, predict the reactants needed to synthesize it.